This data is from Reaction yield outcomes from USPTO patents with 853,638 reactions. The task is: Predict the reaction yield, written as a fraction of the theoretical maximum amount of product (1.0 means a 100% yield; for example, 0.34 means a 34% yield). (1) The reactants are [OH:1][C:2]1[CH:7]=[CH:6][C:5]([C:8]2[N:9]=[C:10]3[CH:24]=[CH:23][C:22]([NH2:25])=[N:21][C:11]3=[N:12][C:13]=2[C:14]2[CH:19]=[CH:18][C:17]([OH:20])=[CH:16][CH:15]=2)=[CH:4][CH:3]=1.[C:26](Cl)(=[O:28])[CH3:27].[CH2:30]([O:32]CC)[CH3:31]. The catalyst is FC(F)(F)C(O)=O.CO. The product is [C:26]([O:1][C:2]1[CH:3]=[CH:4][C:5]([C:8]2[N:9]=[C:10]3[CH:24]=[CH:23][C:22]([NH2:25])=[N:21][C:11]3=[N:12][C:13]=2[C:14]2[CH:15]=[CH:16][C:17]([O:20][C:30](=[O:32])[CH3:31])=[CH:18][CH:19]=2)=[CH:6][CH:7]=1)(=[O:28])[CH3:27]. The yield is 0.790. (2) The reactants are [Cl:1][C:2]1[C:7]2[O:8][CH2:9][O:10][C:6]=2[CH:5]=[C:4]([CH2:11][C@H:12]([NH:20][C:21](=[O:27])[O:22][C:23]([CH3:26])([CH3:25])[CH3:24])[C@H:13]([OH:19])[C:14]2[S:15][CH:16]=[CH:17][N:18]=2)[CH:3]=1.N1C(C)=CC=CC=1C.O([Si:44]([C:47]([CH3:50])([CH3:49])[CH3:48])([CH3:46])[CH3:45])S(C(F)(F)F)(=O)=O.CCN(C(C)C)C(C)C.C(OC(OC(OC(C)(C)C)=O)=O)(C)(C)C.C1COCC1. The catalyst is C(Cl)Cl. The product is [Si:44]([O:19][C@H:13]([C:14]1[S:15][CH:16]=[CH:17][N:18]=1)[C@@H:12]([NH:20][C:21](=[O:27])[O:22][C:23]([CH3:24])([CH3:26])[CH3:25])[CH2:11][C:4]1[CH:3]=[C:2]([Cl:1])[C:7]2[O:8][CH2:9][O:10][C:6]=2[CH:5]=1)([C:47]([CH3:50])([CH3:49])[CH3:48])([CH3:46])[CH3:45]. The yield is 0.450. (3) The reactants are [CH3:1][O:2][C:3]1[CH:8]=[CH:7][C:6]([C:9](OC)=[O:10])=[CH:5][C:4]=1[NH:13][C:14]([CH:16]1[CH2:21][CH:20]([O:22][CH2:23][CH2:24][CH2:25][CH2:26][CH2:27][CH2:28][CH2:29][CH2:30][CH2:31][CH2:32][CH2:33][CH2:34][CH2:35][CH2:36][CH2:37][CH2:38][CH2:39][CH3:40])[CH:19]([O:41][CH2:42][CH2:43][CH2:44][CH2:45][CH2:46][CH2:47][CH2:48][CH2:49][CH2:50][CH2:51][CH2:52][CH2:53][CH2:54][CH2:55][CH2:56][CH2:57][CH2:58][CH3:59])[CH:18]([O:60][CH2:61][CH2:62][CH2:63][CH2:64][CH2:65][CH2:66][CH2:67][CH2:68][CH2:69][CH2:70][CH2:71][CH2:72][CH2:73][CH2:74][CH2:75][CH2:76][CH2:77][CH3:78])[CH2:17]1)=[O:15].CC(C[AlH]CC(C)C)C.C1(C)C=CC=CC=1.Cl. The catalyst is C1COCC1. The product is [OH:10][CH2:9][C:6]1[CH:7]=[CH:8][C:3]([O:2][CH3:1])=[C:4]([NH:13][C:14]([CH:16]2[CH2:17][CH:18]([O:60][CH2:61][CH2:62][CH2:63][CH2:64][CH2:65][CH2:66][CH2:67][CH2:68][CH2:69][CH2:70][CH2:71][CH2:72][CH2:73][CH2:74][CH2:75][CH2:76][CH2:77][CH3:78])[CH:19]([O:41][CH2:42][CH2:43][CH2:44][CH2:45][CH2:46][CH2:47][CH2:48][CH2:49][CH2:50][CH2:51][CH2:52][CH2:53][CH2:54][CH2:55][CH2:56][CH2:57][CH2:58][CH3:59])[CH:20]([O:22][CH2:23][CH2:24][CH2:25][CH2:26][CH2:27][CH2:28][CH2:29][CH2:30][CH2:31][CH2:32][CH2:33][CH2:34][CH2:35][CH2:36][CH2:37][CH2:38][CH2:39][CH3:40])[CH2:21]2)=[O:15])[CH:5]=1. The yield is 0.860.